From a dataset of Reaction yield outcomes from USPTO patents with 853,638 reactions. Predict the reaction yield, written as a fraction of the theoretical maximum amount of product (1.0 means a 100% yield; for example, 0.34 means a 34% yield). (1) The reactants are [CH2:1]([N:8]1[C:13](=[O:14])[C:12]2[C:15]([CH3:18])=[N:16][S:17][C:11]=2[N:10]=[C:9]1[CH:19](Br)[CH:20]([CH3:22])[CH3:21])[C:2]1[CH:7]=[CH:6][CH:5]=[CH:4][CH:3]=1.[N-:24]=[N+:25]=[N-:26].[Na+].[Br-]. The catalyst is CN(C=O)C. The product is [N:24]([CH:19]([C:9]1[N:8]([CH2:1][C:2]2[CH:7]=[CH:6][CH:5]=[CH:4][CH:3]=2)[C:13](=[O:14])[C:12]2[C:15]([CH3:18])=[N:16][S:17][C:11]=2[N:10]=1)[CH:20]([CH3:22])[CH3:21])=[N+:25]=[N-:26]. The yield is 0.940. (2) The reactants are [NH2:1][C:2]1[CH:3]=[C:4]([CH:15]=[CH:16][C:17]=1[O:18][CH3:19])[C:5]([O:7][CH2:8][C:9]1[CH:14]=[CH:13][CH:12]=[CH:11][CH:10]=1)=[O:6].[CH3:20][S:21](Cl)(=[O:23])=[O:22]. The catalyst is Cl. The product is [CH3:19][O:18][C:17]1[CH:16]=[CH:15][C:4]([C:5]([O:7][CH2:8][C:9]2[CH:14]=[CH:13][CH:12]=[CH:11][CH:10]=2)=[O:6])=[CH:3][C:2]=1[NH:1][S:21]([CH3:20])(=[O:23])=[O:22]. The yield is 0.632. (3) The reactants are [Li]CCCC.[CH3:6][O:7][C:8]([C:12]1[S:13][CH:14]=[CH:15][N:16]=1)([O:10][CH3:11])[CH3:9].CN([CH:20]=[O:21])C.[NH4+].[Cl-]. The catalyst is C1COCC1. The product is [CH3:6][O:7][C:8]([C:12]1[S:13][C:14]([CH:20]=[O:21])=[CH:15][N:16]=1)([O:10][CH3:11])[CH3:9]. The yield is 0.489.